This data is from PAMPA (Parallel Artificial Membrane Permeability Assay) permeability data from NCATS. The task is: Regression/Classification. Given a drug SMILES string, predict its absorption, distribution, metabolism, or excretion properties. Task type varies by dataset: regression for continuous measurements (e.g., permeability, clearance, half-life) or binary classification for categorical outcomes (e.g., BBB penetration, CYP inhibition). Dataset: pampa_ncats. (1) The drug is CC1=CC=C(C=C1)S(=O)(=O)NC2=C(C=CN=C2)C(=O)NC3=NC(=CS3)C4=CC=CC=C4. The result is 1 (high permeability). (2) The molecule is CC(=O)N1CCC2=C(C1)SC3=C2C(=O)N(C(=O)N3CC(=O)C4=CC=CC=C4)C5=CC=CC=C5. The result is 1 (high permeability). (3) The compound is CCOC1=C(C=C(C=C1)CCNC(=O)C2=CC=NN2CC3=CC=CC=N3)OCC. The result is 1 (high permeability). (4) The drug is C1=CSC(=C1)C(=O)C2=NON=C2C(=O)C3=CC=CS3. The result is 1 (high permeability). (5) The compound is C1=CC(=C(C=C1NC2=NC=CC(=N2)C3=CC=NC=C3)F)F. The result is 1 (high permeability). (6) The result is 1 (high permeability). The compound is C1=CNC(=C1)C(=O)C2=C(C=CC(=C2)Cl)NC(=O)CN. (7) The compound is C1CC(C2=C(C1)N(N=C2)C3=C(C=C(C=C3)F)F)NC(=O)C4=CC=C(C=C4)C5(N=N5)C(F)(F)F. The result is 0 (low-to-moderate permeability). (8) The result is 1 (high permeability). The drug is COC1=CC=C(C=C1)N2C(=O)NC(=N2)C3CCCN(C3)C(=O)CC4=CC=C(C=C4)F.